Dataset: Full USPTO retrosynthesis dataset with 1.9M reactions from patents (1976-2016). Task: Predict the reactants needed to synthesize the given product. (1) Given the product [CH:11]([N:14]1[CH2:19][CH2:18][CH:17]([CH:20]=[O:21])[CH2:16][CH2:15]1)([CH3:13])[CH3:12], predict the reactants needed to synthesize it. The reactants are: C(Cl)(=O)C(Cl)=O.CS(C)=O.[CH:11]([N:14]1[CH2:19][CH2:18][CH:17]([CH2:20][OH:21])[CH2:16][CH2:15]1)([CH3:13])[CH3:12].C(=O)([O-])O.[Na+]. (2) Given the product [CH3:23][S:20]([N:18]1[CH2:17][CH:16]2[NH:11][CH:12]([CH2:13][O:14][CH2:15]2)[CH2:19]1)(=[O:22])=[O:21], predict the reactants needed to synthesize it. The reactants are: C(OC([N:11]1[CH:16]2[CH2:17][N:18]([S:20]([CH3:23])(=[O:22])=[O:21])[CH2:19][CH:12]1[CH2:13][O:14][CH2:15]2)=O)C1C=CC=CC=1.[H][H]. (3) Given the product [F:21][C:4]([F:3])([F:22])[S:5]([O:8][C:9]1[C:18]([CH2:19][OH:20])=[CH:17][C:16]2[CH2:15][CH2:14][CH2:13][CH2:12][C:11]=2[CH:10]=1)(=[O:6])=[O:7], predict the reactants needed to synthesize it. The reactants are: [BH4-].[Na+].[F:3][C:4]([F:22])([F:21])[S:5]([O:8][C:9]1[C:18]([CH:19]=[O:20])=[CH:17][C:16]2[CH2:15][CH2:14][CH2:13][CH2:12][C:11]=2[CH:10]=1)(=[O:7])=[O:6]. (4) Given the product [F:1][C:2]1[C:7]([F:8])=[CH:6][C:5]2[NH:9][C:16](=[O:15])[CH2:17][C:18]([C:19]3[CH:24]=[CH:23][CH:22]=[C:21]([C:25]4[CH:26]=[N:27][CH:28]=[CH:29][CH:30]=4)[CH:20]=3)=[N:10][C:4]=2[CH:3]=1, predict the reactants needed to synthesize it. The reactants are: [F:1][C:2]1[C:7]([F:8])=[CH:6][C:5]([NH2:9])=[C:4]([NH2:10])[CH:3]=1.C([O:15][C:16](=O)[CH2:17][C:18](=O)[C:19]1[CH:24]=[CH:23][CH:22]=[C:21]([C:25]2[CH:26]=[N:27][CH:28]=[CH:29][CH:30]=2)[CH:20]=1)(C)(C)C. (5) The reactants are: [Cl:1][C:2]1[CH:7]=[CH:6][C:5]([C:8]2[CH:16]=[CH:15][CH:14]=[C:13]3[C:9]=2[CH2:10][C:11](=[O:17])[NH:12]3)=[CH:4][CH:3]=1.[CH3:18][N:19]([CH3:35])[C@H:20]1[CH2:24][CH2:23][N:22]([C:25]([C:27]2[CH:31]=[C:30]([CH3:32])[NH:29][C:28]=2[CH:33]=O)=[O:26])[CH2:21]1. Given the product [Cl:1][C:2]1[CH:3]=[CH:4][C:5]([C:8]2[CH:16]=[CH:15][CH:14]=[C:13]3[C:9]=2[C:10](=[CH:33][C:28]2[NH:29][C:30]([CH3:32])=[CH:31][C:27]=2[C:25]([N:22]2[CH2:23][CH2:24][C@H:20]([N:19]([CH3:18])[CH3:35])[CH2:21]2)=[O:26])[C:11](=[O:17])[NH:12]3)=[CH:6][CH:7]=1, predict the reactants needed to synthesize it. (6) Given the product [C:15]([O:14][C:12]([N:26]1[CH2:25][CH2:24][C:23]2[C:28](=[CH:29][CH:30]=[CH:21][CH:22]=2)[CH:27]1[CH2:31][C:32]([OH:34])=[O:33])=[O:13])([CH3:18])([CH3:17])[CH3:16], predict the reactants needed to synthesize it. The reactants are: COC(=O)C[C@@H](N[C:12]([O:14][C:15]([CH3:18])([CH3:17])[CH3:16])=[O:13])C1C=COC=1.F[C:21]1[CH:22]=[C:23]2[C:28](=[CH:29][CH:30]=1)[CH:27]([CH2:31][C:32]([OH:34])=[O:33])[NH:26][CH2:25][CH2:24]2. (7) Given the product [CH3:59][O:58][C:56]([NH:55][C@@H:51]([CH:52]([CH3:53])[CH3:54])[C:50]([N:46]1[CH2:47][CH2:48][CH2:49][C@H:45]1[C:43]1[NH:42][C:41]2[CH:61]=[C:37]([C:32]3[CH:33]=[C:34]4[CH2:35][O:36][C:23]5[CH:22]=[C:21]6[C:26]([CH:27]=[CH:28][C:18]7[N:17]=[C:16]([C@@H:9]8[CH2:10][C@H:11]([CH2:13][O:14][CH3:15])[CH2:12][N:8]8[C@@:68]([NH:67][C:65](=[O:66])[O:64][CH3:63])([CH:72]([CH3:77])[CH3:73])[CH:69]=[O:70])[NH:20][C:19]=76)=[CH:25][C:24]=5[C:29]4=[CH:30][CH:31]=3)[CH:38]=[CH:39][C:40]=2[N:44]=1)=[O:60])=[O:57], predict the reactants needed to synthesize it. The reactants are: C(OC([N:8]1[CH2:12][C@@H:11]([CH2:13][O:14][CH3:15])[CH2:10][C@H:9]1[C:16]1[NH:20][C:19]2[C:21]3[C:26]([CH:27]=[CH:28][C:18]=2[N:17]=1)=[CH:25][C:24]1[C:29]2[C:34]([CH2:35][O:36][C:23]=1[CH:22]=3)=[CH:33][C:32]([C:37]1[CH:38]=[CH:39][C:40]3[N:44]=[C:43]([C@@H:45]4[CH2:49][CH2:48][CH2:47][N:46]4[C:50](=[O:60])[C@@H:51]([NH:55][C:56]([O:58][CH3:59])=[O:57])[CH:52]([CH3:54])[CH3:53])[NH:42][C:41]=3[CH:61]=1)=[CH:31][CH:30]=2)=O)(C)(C)C.Cl.[CH3:63][O:64][C:65]([NH:67][C@H:68]([C:72]1[CH:77]=CC=C[CH:73]=1)[C:69](O)=[O:70])=[O:66].CCOC(C(C#N)=NOC(N1CCOCC1)=[N+](C)C)=O.F[P-](F)(F)(F)(F)F.C(N(C(C)C)CC)(C)C.